From a dataset of Peptide-MHC class I binding affinity with 185,985 pairs from IEDB/IMGT. Regression. Given a peptide amino acid sequence and an MHC pseudo amino acid sequence, predict their binding affinity value. This is MHC class I binding data. (1) The peptide sequence is VTDTNKFDNY. The MHC is HLA-A26:01 with pseudo-sequence HLA-A26:01. The binding affinity (normalized) is 0. (2) The peptide sequence is SFMQEIPTFL. The MHC is HLA-A31:01 with pseudo-sequence HLA-A31:01. The binding affinity (normalized) is 0.335. (3) The peptide sequence is NDNFLMSNV. The MHC is HLA-B40:01 with pseudo-sequence HLA-B40:01. The binding affinity (normalized) is 0.0548. (4) The peptide sequence is ETAIRAGYSI. The MHC is HLA-A02:02 with pseudo-sequence HLA-A02:02. The binding affinity (normalized) is 0.0610. (5) The peptide sequence is AYISSEATTPR. The MHC is Patr-A0901 with pseudo-sequence Patr-A0901. The binding affinity (normalized) is 0.830. (6) The peptide sequence is RLFEESLGI. The binding affinity (normalized) is 0.699. The MHC is HLA-A02:01 with pseudo-sequence HLA-A02:01. (7) The peptide sequence is YPQLSAIAL. The MHC is HLA-B07:02 with pseudo-sequence HLA-B07:02. The binding affinity (normalized) is 0.941. (8) The MHC is HLA-A01:01 with pseudo-sequence HLA-A01:01. The peptide sequence is GLYRLNFRR. The binding affinity (normalized) is 0.0847. (9) The peptide sequence is NTSTCFQEY. The MHC is HLA-B44:02 with pseudo-sequence HLA-B44:02. The binding affinity (normalized) is 0.0847. (10) The peptide sequence is YPWAIFHPH. The MHC is HLA-B51:01 with pseudo-sequence HLA-B51:01. The binding affinity (normalized) is 0.0847.